This data is from Forward reaction prediction with 1.9M reactions from USPTO patents (1976-2016). The task is: Predict the product of the given reaction. (1) Given the reactants C(=O)([O-])[O-].[Na+].[Na+].[C:7]1([C:9](=[CH:11][CH:12]=[CH:13][CH:14]=1)[OH:10])[OH:8].[C:15](Cl)(=[O:22])[C:16]1[CH:21]=[CH:20][CH:19]=[CH:18][CH:17]=1, predict the reaction product. The product is: [C:15]([O:8][C:7]1[CH:14]=[CH:13][CH:12]=[CH:11][C:9]=1[OH:10])(=[O:22])[C:16]1[CH:21]=[CH:20][CH:19]=[CH:18][CH:17]=1. (2) Given the reactants C([O-])([O-])=O.[Cs+].[Cs+].C1(P(C2CCCCC2)C2C=CC=CC=2C2C=CC=CC=2N(C)C)CCCCC1.Br[C:36]1[CH:45]=[CH:44][CH:43]=[CH:42][C:37]=1[C:38]([O:40][CH3:41])=[O:39].[NH2:46][C:47]1[CH:52]=[CH:51][C:50]([C:53]([F:56])([F:55])[F:54])=[CH:49][C:48]=1[NH:57][C:58]1[CH:67]=[CH:66][C:65]([CH2:68][NH:69][C:70]([O:72][C:73]([CH3:76])([CH3:75])[CH3:74])=[O:71])=[CH:64][C:59]=1[C:60]([O:62][CH3:63])=[O:61], predict the reaction product. The product is: [C:73]([O:72][C:70]([NH:69][CH2:68][C:65]1[CH:66]=[CH:67][C:58]([NH:57][C:48]2[CH:49]=[C:50]([C:53]([F:56])([F:55])[F:54])[CH:51]=[CH:52][C:47]=2[NH:46][C:36]2[CH:45]=[CH:44][CH:43]=[CH:42][C:37]=2[C:38]([O:40][CH3:41])=[O:39])=[C:59]([CH:64]=1)[C:60]([O:62][CH3:63])=[O:61])=[O:71])([CH3:76])([CH3:75])[CH3:74]. (3) Given the reactants [CH:1]([C:4]1[CH:9]=[CH:8][C:7](B(O)O)=[CH:6][CH:5]=1)([CH3:3])[CH3:2].Br[C:14]1[S:18][C:17]([S:19]([N:22]2[CH:26]=[CH:25][CH:24]=[CH:23]2)(=[O:21])=[O:20])=[CH:16][CH:15]=1, predict the reaction product. The product is: [CH:1]([C:4]1[CH:9]=[CH:8][C:7]([C:14]2[S:18][C:17]([S:19]([N:22]3[CH:26]=[CH:25][CH:24]=[CH:23]3)(=[O:20])=[O:21])=[CH:16][CH:15]=2)=[CH:6][CH:5]=1)([CH3:3])[CH3:2]. (4) Given the reactants [NH2:1][C:2]1[CH:3]=[C:4](O)[CH:5]=[C:6]([O:8][CH3:9])[CH:7]=1.[CH:11]([OH:14])([CH3:13])[CH3:12].C1(P(C2C=CC=CC=2)C2C=CC=CC=2)C=CC=CC=1.N(C(OCC)=O)=NC(OCC)=O, predict the reaction product. The product is: [CH:11]([O:14][C:4]1[CH:3]=[C:2]([CH:7]=[C:6]([O:8][CH3:9])[CH:5]=1)[NH2:1])([CH3:13])[CH3:12]. (5) Given the reactants C([N:4]1[C:8]2[CH:9]([C:24]3[CH:29]=[CH:28][C:27]([Cl:30])=[CH:26][CH:25]=3)[N:10]([C:13]3[CH:14]=[C:15]([CH3:23])[C:16]4[N:17]([C:19]([CH3:22])=[N:20][N:21]=4)[CH:18]=3)[C:11](=[O:12])[C:7]=2[N:6]=[C:5]1Br)C=C.[O:32]1[CH2:37][CH:36]=[C:35](B2OC(C)(C)C(C)(C)O2)[CH2:34][CH2:33]1, predict the reaction product. The product is: [Cl:30][C:27]1[CH:28]=[CH:29][C:24]([CH:9]2[C:8]3[NH:4][C:5]([C:35]4[CH2:36][CH2:37][O:32][CH2:33][CH:34]=4)=[N:6][C:7]=3[C:11](=[O:12])[N:10]2[C:13]2[CH:14]=[C:15]([CH3:23])[C:16]3[N:17]([C:19]([CH3:22])=[N:20][N:21]=3)[CH:18]=2)=[CH:25][CH:26]=1. (6) Given the reactants [CH:1]1[CH:6]=[C:5]([S:7][S:7][C:5]2[N:4]=[CH:3][CH:2]=[CH:1][CH:6]=2)[N:4]=[CH:3][CH:2]=1.C1C=CC(P(C2C=CC=CC=2)C2C=CC=CC=2)=CC=1.[Br-].[NH:35]1[CH:39]=[CH:38][CH:37]=[CH:36]1.C[Mg]Br.[NH4+].[Cl-].CC[O:47]CC, predict the reaction product. The product is: [CH3:6][C:5]1[S:7][C:2]([C:1]([C:36]2[NH:35][CH:39]=[CH:38][CH:37]=2)=[O:47])=[CH:3][N:4]=1. (7) Given the reactants [Cl:1][C:2]1[N:7]=[N:6][C:5]([NH:8]CC2C=CC(OC)=CC=2OC)=[CH:4][C:3]=1[CH3:20].C(O)(C(F)(F)F)=O, predict the reaction product. The product is: [Cl:1][C:2]1[N:7]=[N:6][C:5]([NH2:8])=[CH:4][C:3]=1[CH3:20]. (8) Given the reactants [F:1][C:2]1[CH:3]=[C:4]([C:16]([CH3:23])([CH3:22])[C:17]([O:19][CH2:20][CH3:21])=[O:18])[CH:5]=[C:6](OC(=O)C(F)(F)F)[C:7]=1[F:8].[Cl-].[Li+].[CH:26]([Sn](CCCC)(CCCC)CCCC)=[CH2:27].[F-].[K+], predict the reaction product. The product is: [CH:26]([C:6]1[CH:5]=[C:4]([C:16]([CH3:22])([CH3:23])[C:17]([O:19][CH2:20][CH3:21])=[O:18])[CH:3]=[C:2]([F:1])[C:7]=1[F:8])=[CH2:27]. (9) Given the reactants [N+:1]([C:4]1[CH:5]=[C:6]([S:10]([N:13]([CH2:26][C:27]2[CH:32]=[CH:31][CH:30]=[CH:29][N:28]=2)[CH2:14][C:15]2[CH:20]=[CH:19][C:18]([C:21]3[NH:25][N:24]=[N:23][N:22]=3)=[CH:17][CH:16]=2)(=[O:12])=[O:11])[CH:7]=[CH:8][CH:9]=1)([O-])=O, predict the reaction product. The product is: [NH2:1][C:4]1[CH:5]=[C:6]([S:10]([N:13]([CH2:26][C:27]2[CH:32]=[CH:31][CH:30]=[CH:29][N:28]=2)[CH2:14][C:15]2[CH:16]=[CH:17][C:18]([C:21]3[NH:25][N:24]=[N:23][N:22]=3)=[CH:19][CH:20]=2)(=[O:11])=[O:12])[CH:7]=[CH:8][CH:9]=1. (10) Given the reactants FC(F)(F)C(O)=O.[CH3:8][S:9]([C:12]1[CH:33]=[CH:32][C:15]([O:16][C:17]2[N:22]=[CH:21][N:20]=[C:19]3[N:23]([CH:26]4[CH2:31][CH2:30][NH:29][CH2:28][CH2:27]4)[N:24]=[CH:25][C:18]=23)=[CH:14][CH:13]=1)(=[O:11])=[O:10].C(N(CC)C(C)C)(C)C.[CH3:43][CH:44]([CH3:50])[CH2:45][CH2:46][C:47](Cl)=[O:48], predict the reaction product. The product is: [CH3:8][S:9]([C:12]1[CH:13]=[CH:14][C:15]([O:16][C:17]2[N:22]=[CH:21][N:20]=[C:19]3[N:23]([CH:26]4[CH2:27][CH2:28][N:29]([C:47](=[O:48])[CH2:46][CH2:45][CH:44]([CH3:50])[CH3:43])[CH2:30][CH2:31]4)[N:24]=[CH:25][C:18]=23)=[CH:32][CH:33]=1)(=[O:11])=[O:10].